From a dataset of Full USPTO retrosynthesis dataset with 1.9M reactions from patents (1976-2016). Predict the reactants needed to synthesize the given product. (1) Given the product [Cl:29][C:27]1[CH:28]=[C:23]([CH:24]=[C:25]([Cl:30])[CH:26]=1)[O:22][C:17]1[CH:18]=[CH:19][CH:20]=[CH:21][C:16]=1[NH:15][C:14]([CH:11]1[CH2:12][CH2:13][NH:8][CH2:9][CH2:10]1)=[O:31], predict the reactants needed to synthesize it. The reactants are: C(OC([N:8]1[CH2:13][CH2:12][CH:11]([C:14](=[O:31])[NH:15][C:16]2[CH:21]=[CH:20][CH:19]=[CH:18][C:17]=2[O:22][C:23]2[CH:28]=[C:27]([Cl:29])[CH:26]=[C:25]([Cl:30])[CH:24]=2)[CH2:10][CH2:9]1)=O)(C)(C)C. (2) Given the product [Br:1][C:2]1[CH:3]=[C:4]([C:5]2[N:10]3[CH:11]=[CH:12][C:13]4[C:18]([C:9]3=[N:8][N:7]=2)=[CH:17][CH:16]=[CH:15][CH:14]=4)[CH:19]=[CH:20][CH:21]=1, predict the reactants needed to synthesize it. The reactants are: [Br:1][C:2]1[CH:3]=[C:4]([CH:19]=[CH:20][CH:21]=1)[C:5]([NH:7][NH:8][C:9]1[C:18]2[C:13](=[CH:14][CH:15]=[CH:16][CH:17]=2)[CH:12]=[CH:11][N:10]=1)=O.CN(C)C=O.C(Cl)(Cl)Cl.O. (3) Given the product [CH2:1]([N:8]1[C:16]2[C:11](=[CH:12][C:13]([NH2:17])=[CH:14][CH:15]=2)[CH:10]=[CH:9]1)[C:2]1[CH:3]=[CH:4][CH:5]=[CH:6][CH:7]=1, predict the reactants needed to synthesize it. The reactants are: [CH2:1]([N:8]1[C:16]2[C:11](=[CH:12][C:13]([N+:17]([O-])=O)=[CH:14][CH:15]=2)[CH:10]=[CH:9]1)[C:2]1[CH:7]=[CH:6][CH:5]=[CH:4][CH:3]=1.[Cl-].[NH4+].C(O)C.O.